This data is from NCI-60 drug combinations with 297,098 pairs across 59 cell lines. The task is: Regression. Given two drug SMILES strings and cell line genomic features, predict the synergy score measuring deviation from expected non-interaction effect. (1) Synergy scores: CSS=43.3, Synergy_ZIP=-6.10, Synergy_Bliss=-6.62, Synergy_Loewe=-8.39, Synergy_HSA=-4.20. Drug 1: CC1=C(C(CCC1)(C)C)C=CC(=CC=CC(=CC(=O)O)C)C. Cell line: RPMI-8226. Drug 2: CC=C1C(=O)NC(C(=O)OC2CC(=O)NC(C(=O)NC(CSSCCC=C2)C(=O)N1)C(C)C)C(C)C. (2) Drug 1: CC(C)NC(=O)C1=CC=C(C=C1)CNNC.Cl. Drug 2: C(CCl)NC(=O)N(CCCl)N=O. Cell line: SK-OV-3. Synergy scores: CSS=2.27, Synergy_ZIP=-1.92, Synergy_Bliss=-1.44, Synergy_Loewe=-1.60, Synergy_HSA=-1.69. (3) Drug 1: C1=C(C(=O)NC(=O)N1)F. Drug 2: CC1=C(C=C(C=C1)C(=O)NC2=CC(=CC(=C2)C(F)(F)F)N3C=C(N=C3)C)NC4=NC=CC(=N4)C5=CN=CC=C5. Cell line: HOP-62. Synergy scores: CSS=38.1, Synergy_ZIP=-4.88, Synergy_Bliss=-3.33, Synergy_Loewe=-1.32, Synergy_HSA=-1.40. (4) Drug 1: CN(C)C1=NC(=NC(=N1)N(C)C)N(C)C. Drug 2: C1=CC=C(C=C1)NC(=O)CCCCCCC(=O)NO. Cell line: SNB-75. Synergy scores: CSS=7.49, Synergy_ZIP=-2.41, Synergy_Bliss=-1.10, Synergy_Loewe=-39.4, Synergy_HSA=-2.68. (5) Drug 1: C1CN(CCN1C(=O)CCBr)C(=O)CCBr. Drug 2: C1C(C(OC1N2C=NC3=C2NC=NCC3O)CO)O. Cell line: DU-145. Synergy scores: CSS=30.1, Synergy_ZIP=-6.58, Synergy_Bliss=-3.19, Synergy_Loewe=-4.27, Synergy_HSA=-4.31. (6) Drug 1: CNC(=O)C1=NC=CC(=C1)OC2=CC=C(C=C2)NC(=O)NC3=CC(=C(C=C3)Cl)C(F)(F)F. Drug 2: CC1CCCC2(C(O2)CC(NC(=O)CC(C(C(=O)C(C1O)C)(C)C)O)C(=CC3=CSC(=N3)C)C)C. Cell line: M14. Synergy scores: CSS=71.7, Synergy_ZIP=15.7, Synergy_Bliss=15.5, Synergy_Loewe=-32.4, Synergy_HSA=14.4. (7) Drug 1: COC1=C(C=C2C(=C1)N=CN=C2NC3=CC(=C(C=C3)F)Cl)OCCCN4CCOCC4. Drug 2: CCC1(CC2CC(C3=C(CCN(C2)C1)C4=CC=CC=C4N3)(C5=C(C=C6C(=C5)C78CCN9C7C(C=CC9)(C(C(C8N6C=O)(C(=O)OC)O)OC(=O)C)CC)OC)C(=O)OC)O.OS(=O)(=O)O. Cell line: T-47D. Synergy scores: CSS=42.1, Synergy_ZIP=-3.44, Synergy_Bliss=2.22, Synergy_Loewe=3.72, Synergy_HSA=4.08.